Dataset: Reaction yield outcomes from USPTO patents with 853,638 reactions. Task: Predict the reaction yield, written as a fraction of the theoretical maximum amount of product (1.0 means a 100% yield; for example, 0.34 means a 34% yield). (1) The reactants are C(NC(C)C)(C)C.C([Li])CCC.CCCCCC.[Br:19][C:20]1[N:21]=[CH:22][C:23]2[N:24]([CH:26]=[C:27]([CH3:29])[N:28]=2)[CH:25]=1.[Cl:30]C(Cl)(Cl)C(Cl)(Cl)Cl. The catalyst is O1CCCC1. The product is [Br:19][C:20]1[N:21]=[CH:22][C:23]2[N:24]([CH:26]=[C:27]([CH3:29])[N:28]=2)[C:25]=1[Cl:30]. The yield is 0.430. (2) The reactants are [NH:1]([C:3]1[CH:8]=[N:7][CH:6]=[CH:5][N:4]=1)[NH2:2].[C:9]([CH:11]([CH3:17])[C:12](OCC)=[O:13])#[N:10].CC[O-].[Na+]. The catalyst is CCO. The product is [NH2:10][C:9]1[N:1]([C:3]2[CH:8]=[N:7][CH:6]=[CH:5][N:4]=2)[NH:2][C:12](=[O:13])[C:11]=1[CH3:17]. The yield is 0.710.